Dataset: Forward reaction prediction with 1.9M reactions from USPTO patents (1976-2016). Task: Predict the product of the given reaction. (1) Given the reactants [Cl:1][C:2]1[CH:3]=[N+:4]([O-:42])[CH:5]=[C:6]([Cl:41])[C:7]=1[CH2:8][C@@H:9]([C:26]1[CH:31]=[CH:30][C:29]([O:32][CH:33]([F:35])[F:34])=[C:28]([O:36][CH2:37][CH:38]2[CH2:40][CH2:39]2)[CH:27]=1)[O:10][C:11](=[O:25])[C:12]1[CH:17]=[CH:16][C:15]([S:18][CH3:19])=[C:14]([NH:20][S:21]([CH3:24])(=[O:23])=[O:22])[CH:13]=1.Cl[CH2:44][CH2:45][N:46]1[CH2:51][CH2:50][O:49][CH2:48][CH2:47]1.C([O-])([O-])=O.[K+].[K+], predict the reaction product. The product is: [Cl:1][C:2]1[CH:3]=[N+:4]([O-:42])[CH:5]=[C:6]([Cl:41])[C:7]=1[CH2:8][C@@H:9]([C:26]1[CH:31]=[CH:30][C:29]([O:32][CH:33]([F:34])[F:35])=[C:28]([O:36][CH2:37][CH:38]2[CH2:40][CH2:39]2)[CH:27]=1)[O:10][C:11](=[O:25])[C:12]1[CH:17]=[CH:16][C:15]([S:18][CH3:19])=[C:14]([N:20]([CH2:44][CH2:45][N:46]2[CH2:51][CH2:50][O:49][CH2:48][CH2:47]2)[S:21]([CH3:24])(=[O:23])=[O:22])[CH:13]=1. (2) The product is: [CH2:9]([O:5][CH:4]([C:1]1([CH:6]=[O:7])[CH2:3][CH2:2]1)[O:21][CH2:22][CH3:23])[CH3:10]. Given the reactants [C:1]1([CH:6]=[O:7])([CH:4]=[O:5])[CH2:3][CH2:2]1.O.[C:9]1(C)C=CC(S(O)(=O)=O)=C[CH:10]=1.C([O-])([O-])[O:21][CH2:22][CH3:23].O, predict the reaction product. (3) Given the reactants C([NH:5][S:6]([C:9]1[CH:14]=[CH:13][CH:12]=[CH:11][C:10]=1[C:15]1[CH:20]=[CH:19][C:18]([C:21]([NH:23][C:24]2[CH:29]=[CH:28][C:27]([Cl:30])=[CH:26][C:25]=2[C:31]([NH:33][C:34]2[CH:39]=[CH:38][C:37]([Cl:40])=[CH:36][N:35]=2)=[O:32])=[O:22])=[CH:17][CH:16]=1)(=[O:8])=[O:7])(C)(C)C, predict the reaction product. The product is: [Cl:40][C:37]1[CH:38]=[CH:39][C:34]([NH:33][C:31]([C:25]2[CH:26]=[C:27]([Cl:30])[CH:28]=[CH:29][C:24]=2[NH:23][C:21]([C:18]2[CH:19]=[CH:20][C:15]([C:10]3[CH:11]=[CH:12][CH:13]=[CH:14][C:9]=3[S:6](=[O:8])(=[O:7])[NH2:5])=[CH:16][CH:17]=2)=[O:22])=[O:32])=[N:35][CH:36]=1. (4) Given the reactants [F:1][C:2]1[CH:3]=[CH:4][C:5]([OH:26])=[C:6]([C@H:8]2[CH2:12][CH:11]([OH:13])[CH2:10][N:9]2[C:14]2[CH:19]=[CH:18][N:17]3[N:20]=[CH:21][C:22]([C:23](O)=[O:24])=[C:16]3[N:15]=2)[CH:7]=1.CN(C(ON1N=NC2C=CC=NC1=2)=[N+](C)C)C.F[P-](F)(F)(F)(F)F.Cl.[NH2:52][CH2:53][C@H:54]([OH:57])[CH2:55][Cl:56].C(N(CC)C(C)C)(C)C, predict the reaction product. The product is: [Cl:56][CH2:55][C@@H:54]([OH:57])[CH2:53][NH:52][C:23]([C:22]1[CH:21]=[N:20][N:17]2[CH:18]=[CH:19][C:14]([N:9]3[CH2:10][CH:11]([OH:13])[CH2:12][C@@H:8]3[C:6]3[CH:7]=[C:2]([F:1])[CH:3]=[CH:4][C:5]=3[OH:26])=[N:15][C:16]=12)=[O:24]. (5) Given the reactants O[CH2:2][C:3]1[N:4]([CH3:29])[C:5]2[C:10]([CH:11]=1)=[CH:9][C:8]([NH:12][C:13]([NH:15][C:16]1[CH:21]=[CH:20][C:19]([O:22][C:23]3[CH:28]=[CH:27][CH:26]=[CH:25][CH:24]=3)=[CH:18][CH:17]=1)=[O:14])=[CH:7][CH:6]=2.[CH3:30][N:31]([CH3:37])[CH:32]1[CH2:36][CH2:35][NH:34][CH2:33]1, predict the reaction product. The product is: [CH3:30][N:31]([CH3:37])[CH:32]1[CH2:36][CH2:35][N:34]([CH2:2][C:3]2[N:4]([CH3:29])[C:5]3[C:10]([CH:11]=2)=[CH:9][C:8]([NH:12][C:13]([NH:15][C:16]2[CH:21]=[CH:20][C:19]([O:22][C:23]4[CH:28]=[CH:27][CH:26]=[CH:25][CH:24]=4)=[CH:18][CH:17]=2)=[O:14])=[CH:7][CH:6]=3)[CH2:33]1. (6) Given the reactants [CH2:1]([N:5]1[C:9](=[O:10])[C:8](Cl)=[C:7]([C:12]2[CH:17]=[CH:16][CH:15]=[CH:14][CH:13]=2)[S:6]1(=[O:19])=[O:18])[CH2:2][CH2:3][CH3:4].[NH2:20][C:21]1[CH:22]=[CH:23][C:24]2[O:28][C:27]([C:29](=[O:31])[CH3:30])=[CH:26][C:25]=2[CH:32]=1, predict the reaction product. The product is: [C:29]([C:27]1[O:28][C:24]2[CH:23]=[CH:22][C:21]([NH:20][C:8]3[C:9](=[O:10])[N:5]([CH2:1][CH2:2][CH2:3][CH3:4])[S:6](=[O:19])(=[O:18])[C:7]=3[C:12]3[CH:17]=[CH:16][CH:15]=[CH:14][CH:13]=3)=[CH:32][C:25]=2[CH:26]=1)(=[O:31])[CH3:30]. (7) Given the reactants [CH3:1][C:2]1[C:7]([N+:8]([O-:10])=[O:9])=[CH:6][CH:5]=[CH:4][C:3]=1[NH:11][CH2:12][C:13]1[CH:31]=[CH:30][C:16]([O:17][C:18]2[CH:23]=[CH:22][C:21]([CH2:24][CH2:25][C:26]([O:28][CH3:29])=[O:27])=[CH:20][CH:19]=2)=[CH:15][CH:14]=1.[F:32][C:33]1[CH:40]=[CH:39][C:36]([CH2:37]Br)=[CH:35][CH:34]=1, predict the reaction product. The product is: [F:32][C:33]1[CH:40]=[CH:39][C:36]([CH2:37][N:11]([CH2:12][C:13]2[CH:31]=[CH:30][C:16]([O:17][C:18]3[CH:23]=[CH:22][C:21]([CH2:24][CH2:25][C:26]([O:28][CH3:29])=[O:27])=[CH:20][CH:19]=3)=[CH:15][CH:14]=2)[C:3]2[CH:4]=[CH:5][CH:6]=[C:7]([N+:8]([O-:10])=[O:9])[C:2]=2[CH3:1])=[CH:35][CH:34]=1.